From a dataset of Forward reaction prediction with 1.9M reactions from USPTO patents (1976-2016). Predict the product of the given reaction. (1) Given the reactants C([O:8][CH2:9][C:10](=[O:36])[CH2:11][N:12]1[C:16]([C:17]2[CH:22]=[CH:21][C:20]([F:23])=[CH:19][CH:18]=2)=[C:15]([C:24]2[CH:25]=[CH:26][C:27]3[O:32][CH2:31][C:30](=[O:33])[NH:29][C:28]=3[CH:34]=2)[C:14]([CH3:35])=[N:13]1)C1C=CC=CC=1.CO, predict the reaction product. The product is: [OH:36][CH:10]([CH2:9][OH:8])[CH2:11][N:12]1[C:16]([C:17]2[CH:22]=[CH:21][C:20]([F:23])=[CH:19][CH:18]=2)=[C:15]([C:24]2[CH:25]=[CH:26][C:27]3[O:32][CH2:31][C:30](=[O:33])[NH:29][C:28]=3[CH:34]=2)[C:14]([CH3:35])=[N:13]1. (2) Given the reactants [C:1]1([C:7]2[CH:8]=[CH:9][C:10]([NH2:13])=[N:11][CH:12]=2)[CH:6]=[CH:5][CH:4]=[CH:3][CH:2]=1.[Cl:14][C:15]1[CH:33]=[CH:32][C:31]([F:34])=[CH:30][C:16]=1[O:17][CH:18]1[CH2:23][CH2:22][N:21]([C:24](=[O:29])[CH2:25][C:26](O)=[O:27])[CH2:20][CH2:19]1.CC(C)N=C=NC(C)C, predict the reaction product. The product is: [Cl:14][C:15]1[CH:33]=[CH:32][C:31]([F:34])=[CH:30][C:16]=1[O:17][CH:18]1[CH2:23][CH2:22][N:21]([C:24](=[O:29])[CH2:25][C:26]([NH:13][C:10]2[CH:9]=[CH:8][C:7]([C:1]3[CH:2]=[CH:3][CH:4]=[CH:5][CH:6]=3)=[CH:12][N:11]=2)=[O:27])[CH2:20][CH2:19]1.